From a dataset of Forward reaction prediction with 1.9M reactions from USPTO patents (1976-2016). Predict the product of the given reaction. (1) Given the reactants [NH2:1][C:2]1[N:7]=[CH:6][C:5]([C:8]2[CH:9]=[CH:10][C:11]3[N:12]([C:14](Br)=[C:15]([NH:17][C:18](=[O:20])[CH3:19])[N:16]=3)[CH:13]=2)=[CH:4][C:3]=1[C:22]([F:25])([F:24])[F:23].[CH2:26]([N:28]([CH2:32][CH3:33])[CH2:29][C:30]#[CH:31])[CH3:27].C(OCC)(=O)C.O, predict the reaction product. The product is: [NH2:1][C:2]1[N:7]=[CH:6][C:5]([C:8]2[CH:9]=[CH:10][C:11]3[N:12]([C:14]([C:31]#[C:30][CH2:29][N:28]([CH2:32][CH3:33])[CH2:26][CH3:27])=[C:15]([NH:17][C:18](=[O:20])[CH3:19])[N:16]=3)[CH:13]=2)=[CH:4][C:3]=1[C:22]([F:25])([F:24])[F:23]. (2) Given the reactants [NH2:1][C:2]1[CH:3]=[C:4]([CH:8]2[N:13]3[N:14]=[C:15]([C:20]4[CH:25]=[CH:24][C:23]([O:26][C:27]5[CH:32]=[CH:31][CH:30]=[CH:29][CH:28]=5)=[CH:22][CH:21]=4)[C:16]([C:17]([NH2:19])=[O:18])=[C:12]3[NH:11][CH2:10][CH2:9]2)[CH:5]=[CH:6][CH:7]=1, predict the reaction product. The product is: [NH2:1][C:2]1[CH:3]=[C:4]([C:8]2[N:13]3[N:14]=[C:15]([C:20]4[CH:25]=[CH:24][C:23]([O:26][C:27]5[CH:28]=[CH:29][CH:30]=[CH:31][CH:32]=5)=[CH:22][CH:21]=4)[C:16]([C:17]([NH2:19])=[O:18])=[C:12]3[N:11]=[CH:10][CH:9]=2)[CH:5]=[CH:6][CH:7]=1. (3) Given the reactants [CH2:1]([O:8][C:9]1[CH:18]=[C:17]2[C:12]([CH2:13][CH2:14][CH:15]([O:19][C:20](=[O:22])[CH3:21])[CH2:16]2)=[CH:11][C:10]=1[N+:23]([O-])=O)[C:2]1[CH:7]=[CH:6][CH:5]=[CH:4][CH:3]=1, predict the reaction product. The product is: [NH2:23][C:10]1[CH:11]=[C:12]2[C:17](=[CH:18][C:9]=1[O:8][CH2:1][C:2]1[CH:3]=[CH:4][CH:5]=[CH:6][CH:7]=1)[CH2:16][CH:15]([O:19][C:20](=[O:22])[CH3:21])[CH2:14][CH2:13]2. (4) Given the reactants Cl.Cl.[CH2:3]([O:5][C:6]1[C:15]([NH2:16])=[C:14]2[C:9]([C:10]([CH2:17][C:18]3[CH:23]=[C:22]([O:24][CH3:25])[C:21]([O:26][CH3:27])=[C:20]([O:28][CH3:29])[CH:19]=3)=[CH:11][N:12]=[CH:13]2)=[CH:8][CH:7]=1)[CH3:4].Cl.N([O-])=O.[Na+].[N-:35]=[N+:36]=[N-].[Na+], predict the reaction product. The product is: [N:16]([C:15]1[C:6]([O:5][CH2:3][CH3:4])=[CH:7][CH:8]=[C:9]2[C:14]=1[CH:13]=[N:12][CH:11]=[C:10]2[CH2:17][C:18]1[CH:19]=[C:20]([O:28][CH3:29])[C:21]([O:26][CH3:27])=[C:22]([O:24][CH3:25])[CH:23]=1)=[N+:35]=[N-:36]. (5) The product is: [CH3:17][C:5]1([CH3:18])[CH:4]([NH2:3])[CH2:8][CH2:7][N:6]1[CH2:9][C:11]1[CH:16]=[CH:15][CH:14]=[CH:13][CH:12]=1. Given the reactants CO/[N:3]=[C:4]1/[C:5]([CH3:18])([CH3:17])[N:6]([C:9]([C:11]2[CH:16]=[CH:15][CH:14]=[CH:13][CH:12]=2)=O)[CH2:7][CH2:8]/1.[H-].[Al+3].[Li+].[H-].[H-].[H-].[OH-].[Na+], predict the reaction product. (6) Given the reactants [Br:1][C:2]1[C:3]([O:13][CH3:14])=[C:4]([C:8]([O:11][CH3:12])=[CH:9][CH:10]=1)[C:5]([OH:7])=[O:6].S(Cl)(Cl)=O.CO.[CH2:21](N(CC)CC)C, predict the reaction product. The product is: [Br:1][C:2]1[C:3]([O:13][CH3:14])=[C:4]([C:8]([O:11][CH3:12])=[CH:9][CH:10]=1)[C:5]([O:7][CH3:21])=[O:6]. (7) Given the reactants Cl[CH2:2][C:3]([NH:5][C:6]1[CH:11]=[CH:10][C:9]([N+:12]([O-:14])=[O:13])=[CH:8][C:7]=1[Cl:15])=[O:4].C(=O)([O-])[O-].[Na+].[Na+].Cl.[CH3:23][N:24]([CH3:28])[CH2:25][CH2:26][SH:27].O, predict the reaction product. The product is: [Cl:15][C:7]1[CH:8]=[C:9]([N+:12]([O-:14])=[O:13])[CH:10]=[CH:11][C:6]=1[NH:5][C:3](=[O:4])[CH2:2][S:27][CH2:26][CH2:25][N:24]([CH3:28])[CH3:23]. (8) The product is: [ClH:16].[C:7]([N:2]1[CH2:1][CH2:11][CH:10]([C:9]([OH:14])=[O:8])[CH2:4][CH2:3]1)#[C:6][CH3:17]. Given the reactants [CH3:1][N:2]1[CH2:7][CH2:6]O[CH2:4][CH2:3]1.[O:8]1CC[CH2:11][CH2:10][CH:9]1[O:14]N.[ClH:16].[CH3:17]N(C)CCCN=C=NCC, predict the reaction product.